Dataset: Peptide-MHC class I binding affinity with 185,985 pairs from IEDB/IMGT. Task: Regression. Given a peptide amino acid sequence and an MHC pseudo amino acid sequence, predict their binding affinity value. This is MHC class I binding data. (1) The peptide sequence is LMTFWNPPV. The MHC is HLA-A68:02 with pseudo-sequence HLA-A68:02. The binding affinity (normalized) is 0.247. (2) The peptide sequence is HHIWQNLL. The MHC is HLA-A30:02 with pseudo-sequence HLA-A30:02. The binding affinity (normalized) is 0.158. (3) The peptide sequence is SEVKFKYVL. The MHC is HLA-B08:01 with pseudo-sequence HLA-B08:01. The binding affinity (normalized) is 0.480. (4) The peptide sequence is TIISEEYLSK. The MHC is HLA-A31:01 with pseudo-sequence HLA-A31:01. The binding affinity (normalized) is 0.186. (5) The peptide sequence is TTTDGYAHV. The MHC is HLA-A26:01 with pseudo-sequence HLA-A26:01. The binding affinity (normalized) is 0.0847. (6) The peptide sequence is YVNAILYQI. The MHC is HLA-A02:02 with pseudo-sequence HLA-A02:02. The binding affinity (normalized) is 0.648. (7) The peptide sequence is TTSDFFVNY. The MHC is HLA-A29:02 with pseudo-sequence HLA-A29:02. The binding affinity (normalized) is 1.00. (8) The peptide sequence is AIMTRCLAV. The MHC is HLA-A02:03 with pseudo-sequence HLA-A02:03. The binding affinity (normalized) is 0.752.